This data is from Full USPTO retrosynthesis dataset with 1.9M reactions from patents (1976-2016). The task is: Predict the reactants needed to synthesize the given product. Given the product [F:3][C:4]1[CH:20]=[CH:19][C:18]([F:21])=[CH:17][C:5]=1[CH2:6][C:7]1[O:11][N:10]=[C:9]([C:12]([OH:14])=[O:13])[CH:8]=1, predict the reactants needed to synthesize it. The reactants are: [OH-].[Na+].[F:3][C:4]1[CH:20]=[CH:19][C:18]([F:21])=[CH:17][C:5]=1[CH2:6][C:7]1[O:11][N:10]=[C:9]([C:12]([O:14]CC)=[O:13])[CH:8]=1.